This data is from Full USPTO retrosynthesis dataset with 1.9M reactions from patents (1976-2016). The task is: Predict the reactants needed to synthesize the given product. (1) Given the product [F:1][C:2]1[CH:25]=[CH:24][CH:23]=[C:22]([O:26][CH3:27])[C:3]=1[CH2:4][O:5][C:6]1[C:7]2[N:8]([C:13]([C:17]([OH:19])=[O:18])=[C:14]([CH3:16])[N:15]=2)[CH:9]=[C:10]([CH3:12])[CH:11]=1, predict the reactants needed to synthesize it. The reactants are: [F:1][C:2]1[CH:25]=[CH:24][CH:23]=[C:22]([O:26][CH3:27])[C:3]=1[CH2:4][O:5][C:6]1[C:7]2[N:8]([C:13]([C:17]([O:19]CC)=[O:18])=[C:14]([CH3:16])[N:15]=2)[CH:9]=[C:10]([CH3:12])[CH:11]=1.[OH-].[Li+].Cl. (2) The reactants are: [C:1]([C:3]1[CH:8]=[CH:7][C:6]([B:9]([OH:11])[OH:10])=[CH:5][CH:4]=1)#N.[OH-:12].[K+].N.[OH2:15]. Given the product [C:1]([C:3]1[CH:8]=[CH:7][C:6]([B:9]([OH:11])[OH:10])=[CH:5][CH:4]=1)([OH:15])=[O:12], predict the reactants needed to synthesize it. (3) Given the product [CH3:1][C:2]1[CH:3]=[C:4]([C:11]2[CH2:12][C:13](=[O:15])[NH:20][N:21]=2)[CH:5]=[CH:6][C:7]=1[N+:8]([O-:10])=[O:9], predict the reactants needed to synthesize it. The reactants are: [CH3:1][C:2]1[CH:3]=[C:4]([C:11](=O)[CH2:12][C:13]([O:15]CC)=O)[CH:5]=[CH:6][C:7]=1[N+:8]([O-:10])=[O:9].O.[NH2:20][NH2:21].C1(C)C=CC(S(O)(=O)=O)=CC=1. (4) Given the product [C:20]1([C:6]2[C:7]3[C:12]([NH:13][CH2:14][CH:15]4[CH2:19][CH2:18][CH2:17][S:16]4)=[N:11][CH:10]=[N:9][C:8]=3[NH:4][C:5]=2[C:26]2[CH:27]=[CH:28][CH:29]=[CH:30][CH:31]=2)[CH:21]=[CH:22][CH:23]=[CH:24][CH:25]=1, predict the reactants needed to synthesize it. The reactants are: C([N:4]1[C:8]2[N:9]=[CH:10][N:11]=[C:12]([NH:13][CH2:14][CH:15]3[CH2:19][CH2:18][CH2:17][S:16]3)[C:7]=2[C:6]([C:20]2[CH:25]=[CH:24][CH:23]=[CH:22][CH:21]=2)=[C:5]1[C:26]1[CH:31]=[CH:30][CH:29]=[CH:28][CH:27]=1)C=C.CC(C)([O-])C.[K+].S(=O)(=O)(O)O. (5) Given the product [C:1]([O:5][C:6]([N:8]1[CH2:9][CH2:10][C:11](=[C:14]([C:41]2[CH:46]=[CH:45][CH:44]=[CH:43][CH:42]=2)[C:15]2[O:16][C:17]([CH:20]3[CH2:21][NH:22][CH2:23]3)=[N:18][N:19]=2)[CH2:12][CH2:13]1)=[O:7])([CH3:4])([CH3:2])[CH3:3], predict the reactants needed to synthesize it. The reactants are: [C:1]([O:5][C:6]([N:8]1[CH2:13][CH2:12][C:11](=[C:14]([C:41]2[CH:46]=[CH:45][CH:44]=[CH:43][CH:42]=2)[C:15]2[O:16][C:17]([CH:20]3[CH2:23][N:22](C(OCC4C5C=CC=CC=5C5C4=CC=CC=5)=O)[CH2:21]3)=[N:18][N:19]=2)[CH2:10][CH2:9]1)=[O:7])([CH3:4])([CH3:3])[CH3:2].C(S)CCCCCC. (6) Given the product [F:1][C:2]1[CH:3]=[CH:4][C:5]([C:6]([NH:8][C@@H:9]([CH2:22][CH2:23][CH2:24][NH:38][C@@H:36]2[CH2:37][C@H:35]2[C:32]2[CH:33]=[CH:34][C:29]([F:28])=[CH:30][CH:31]=2)[C:10]([N:12]2[CH2:17][CH2:16][N:15]([S:18]([CH3:21])(=[O:19])=[O:20])[CH2:14][CH2:13]2)=[O:11])=[O:7])=[CH:26][CH:27]=1, predict the reactants needed to synthesize it. The reactants are: [F:1][C:2]1[CH:27]=[CH:26][C:5]([C:6]([NH:8][C@@H:9]([CH2:22][CH2:23][CH:24]=O)[C:10]([N:12]2[CH2:17][CH2:16][N:15]([S:18]([CH3:21])(=[O:20])=[O:19])[CH2:14][CH2:13]2)=[O:11])=[O:7])=[CH:4][CH:3]=1.[F:28][C:29]1[CH:34]=[CH:33][C:32]([C@@H:35]2[CH2:37][C@H:36]2[NH2:38])=[CH:31][CH:30]=1.[BH-](OC(C)=O)(OC(C)=O)OC(C)=O.[Na+]. (7) Given the product [CH3:24][O:23][C:19]1([C:16]2[CH:17]=[CH:18][C:13]([CH:8]=[O:9])=[CH:14][CH:15]=2)[CH2:22][CH2:21][CH2:20]1, predict the reactants needed to synthesize it. The reactants are: C1(C2C=CC([CH:8]=[O:9])=CC=2)CC1.Br[C:13]1[CH:18]=[CH:17][C:16]([C:19]2([O:23][CH3:24])[CH2:22][CH2:21][CH2:20]2)=[CH:15][CH:14]=1.[Li]CCCC.CN(C=O)C. (8) Given the product [CH:1]([N:4]([CH2:5][C:6]([O:8][CH2:9][CH3:10])=[O:7])[C:21](=[O:22])[C:20]1[C:24]([CH:28]=[CH2:29])=[CH:25][CH:26]=[CH:27][C:19]=1[CH3:18])([CH3:3])[CH3:2], predict the reactants needed to synthesize it. The reactants are: [CH:1]([NH:4][CH2:5][C:6]([O:8][CH2:9][CH3:10])=[O:7])([CH3:3])[CH3:2].C(N(CC)CC)C.[CH3:18][C:19]1[CH:27]=[CH:26][CH:25]=[C:24]([CH:28]=[CH2:29])[C:20]=1[C:21](Cl)=[O:22].O.